This data is from NCI-60 drug combinations with 297,098 pairs across 59 cell lines. The task is: Regression. Given two drug SMILES strings and cell line genomic features, predict the synergy score measuring deviation from expected non-interaction effect. Drug 1: C1CC(=O)NC(=O)C1N2CC3=C(C2=O)C=CC=C3N. Drug 2: C1C(C(OC1N2C=C(C(=O)NC2=O)F)CO)O. Cell line: BT-549. Synergy scores: CSS=14.2, Synergy_ZIP=-6.05, Synergy_Bliss=-9.12, Synergy_Loewe=-12.1, Synergy_HSA=-6.08.